This data is from Reaction yield outcomes from USPTO patents with 853,638 reactions. The task is: Predict the reaction yield, written as a fraction of the theoretical maximum amount of product (1.0 means a 100% yield; for example, 0.34 means a 34% yield). (1) The reactants are [CH2:1]([O:3][C:4]([C:6]1[O:10][N:9]=[C:8]([CH2:11][CH2:12][O:13][Si](C(C)(C)C)(C)C)[CH:7]=1)=[O:5])[CH3:2].CCCC[N+](CCCC)(CCCC)CCCC.[F-]. The catalyst is C1COCC1. The product is [CH2:1]([O:3][C:4]([C:6]1[O:10][N:9]=[C:8]([CH2:11][CH2:12][OH:13])[CH:7]=1)=[O:5])[CH3:2]. The yield is 0.230. (2) The product is [Cl:7][C:6]1[S:5][C:4]([C:8]([O:10][CH3:11])=[O:9])=[CH:3][C:2]=1[C:24]1[N:20]([CH2:18][CH3:19])[N:21]=[CH:22][CH:23]=1. The yield is 0.820. The reactants are Br[C:2]1[CH:3]=[C:4]([C:8]([O:10][CH3:11])=[O:9])[S:5][C:6]=1[Cl:7].C([O-])([O-])=O.[Na+].[Na+].[CH2:18]([N:20]1[C:24](B2OC(C)(C)C(C)(C)O2)=[CH:23][CH:22]=[N:21]1)[CH3:19]. The catalyst is C1COCC1.C1C=CC(P(C2C=CC=CC=2)[C-]2C=CC=C2)=CC=1.C1C=CC(P(C2C=CC=CC=2)[C-]2C=CC=C2)=CC=1.Cl[Pd]Cl.[Fe+2]. (3) The product is [SH:12][C:2]1[N:3]=[N:4][C:5]([O:8][CH3:9])=[CH:6][CH:7]=1. The reactants are Cl[C:2]1[N:3]=[N:4][C:5]([O:8][CH3:9])=[CH:6][CH:7]=1.NC(N)=[S:12].CC(CC)=O. The yield is 0.240. The catalyst is O. (4) The reactants are Br[C:2]1[C:3]([NH2:9])=[N:4][C:5]([CH3:8])=[CH:6][CH:7]=1.[CH3:10][O:11][C:12]1[C:17]([O:18][CH3:19])=[CH:16][CH:15]=[CH:14][C:13]=1B(O)O.C(=O)([O-])[O-].[Na+].[Na+]. The catalyst is COCCOC.O.C1C=CC([P]([Pd]([P](C2C=CC=CC=2)(C2C=CC=CC=2)C2C=CC=CC=2)([P](C2C=CC=CC=2)(C2C=CC=CC=2)C2C=CC=CC=2)[P](C2C=CC=CC=2)(C2C=CC=CC=2)C2C=CC=CC=2)(C2C=CC=CC=2)C2C=CC=CC=2)=CC=1. The product is [CH3:10][O:11][C:12]1[C:17]([O:18][CH3:19])=[CH:16][CH:15]=[CH:14][C:13]=1[C:2]1[C:3]([NH2:9])=[N:4][C:5]([CH3:8])=[CH:6][CH:7]=1. The yield is 0.900. (5) The reactants are [F:1][C:2]([F:21])([F:20])[C:3]1[CH:4]=[C:5]([CH:17]=[CH:18][CH:19]=1)[O:6][C:7]1[CH:12]=[CH:11][C:10]([CH:13]=[CH:14][C:15]#[N:16])=[CH:9][CH:8]=1.[BH4-].[Na+]. The catalyst is C(O)C. The product is [F:1][C:2]([F:20])([F:21])[C:3]1[CH:4]=[C:5]([CH:17]=[CH:18][CH:19]=1)[O:6][C:7]1[CH:8]=[CH:9][C:10]([CH2:13][CH2:14][C:15]#[N:16])=[CH:11][CH:12]=1. The yield is 0.800. (6) The reactants are COC1C=CC(C[N:8]2[C:12]3=[N:13][CH:14]=[CH:15][C:16]([O:17][C:18]4[CH:23]=[CH:22][C:21]([NH:24][C:25]([CH:27]5[CH2:31][CH2:30][N:29]([CH3:32])[C:28]5=[O:33])=[O:26])=[CH:20][C:19]=4[F:34])=[C:11]3[C:10]([C:35]3[CH:40]=[CH:39][C:38]([C:41](=[O:44])[NH:42][CH3:43])=[CH:37][CH:36]=3)=[N:9]2)=CC=1.C(O)(C(F)(F)F)=O. No catalyst specified. The product is [F:34][C:19]1[CH:20]=[C:21]([NH:24][C:25]([CH:27]2[CH2:31][CH2:30][N:29]([CH3:32])[C:28]2=[O:33])=[O:26])[CH:22]=[CH:23][C:18]=1[O:17][C:16]1[CH:15]=[CH:14][N:13]=[C:12]2[NH:8][N:9]=[C:10]([C:35]3[CH:36]=[CH:37][C:38]([C:41](=[O:44])[NH:42][CH3:43])=[CH:39][CH:40]=3)[C:11]=12. The yield is 0.447.